Dataset: Peptide-MHC class I binding affinity with 185,985 pairs from IEDB/IMGT. Task: Regression. Given a peptide amino acid sequence and an MHC pseudo amino acid sequence, predict their binding affinity value. This is MHC class I binding data. (1) The binding affinity (normalized) is 0. The MHC is HLA-B44:03 with pseudo-sequence HLA-B44:03. The peptide sequence is GDRWFLNRFT. (2) The peptide sequence is APRQWPMPL. The MHC is HLA-B07:02 with pseudo-sequence HLA-B07:02. The binding affinity (normalized) is 1.00. (3) The peptide sequence is PAEEREKLAY. The MHC is Mamu-A02 with pseudo-sequence Mamu-A02. The binding affinity (normalized) is 0. (4) The peptide sequence is YSKPWMAFF. The MHC is HLA-A02:01 with pseudo-sequence HLA-A02:01. The binding affinity (normalized) is 0.316. (5) The peptide sequence is LISYGGGWK. The binding affinity (normalized) is 0.462. The MHC is HLA-A03:01 with pseudo-sequence HLA-A03:01.